From a dataset of Reaction yield outcomes from USPTO patents with 853,638 reactions. Predict the reaction yield, written as a fraction of the theoretical maximum amount of product (1.0 means a 100% yield; for example, 0.34 means a 34% yield). (1) The reactants are C[O:2][P:3]([CH2:7][C:8]([CH3:25])=[CH:9][CH2:10][C:11]1[C:12]([OH:24])=[C:13]2[C:17](=[C:18]([CH3:22])[C:19]=1[O:20][CH3:21])[CH2:16][O:15][C:14]2=[O:23])(=[O:6])[O:4]C.C[Si](Br)(C)C.N1C(C)=CC=CC=1C. The catalyst is C(#N)C. The product is [OH:24][C:12]1[C:11]([CH2:10][CH:9]=[C:8]([CH3:25])[CH2:7][P:3](=[O:2])([OH:6])[OH:4])=[C:19]([O:20][CH3:21])[C:18]([CH3:22])=[C:17]2[C:13]=1[C:14](=[O:23])[O:15][CH2:16]2. The yield is 0.730. (2) The reactants are C1(P(C2C=CC=CC=2)C2C=CC=CC=2)C=CC=CC=1.[OH:20][C:21]1[CH:30]=[C:29]2[C:24]([C:25](=[O:39])[N:26]([CH2:31][O:32][C:33](=[O:38])[C:34]([CH3:37])([CH3:36])[CH3:35])[CH:27]=[N:28]2)=[CH:23][C:22]=1[O:40][CH3:41].[CH3:42][S:43]([CH2:46][CH2:47][CH2:48]O)(=[O:45])=[O:44].N(C(OCC)=O)=NC(OCC)=O. The catalyst is C(Cl)Cl. The product is [CH3:41][O:40][C:22]1[CH:23]=[C:24]2[C:29](=[CH:30][C:21]=1[O:20][CH2:48][CH2:47][CH2:46][S:43]([CH3:42])(=[O:45])=[O:44])[N:28]=[CH:27][N:26]([CH2:31][O:32][C:33](=[O:38])[C:34]([CH3:35])([CH3:36])[CH3:37])[C:25]2=[O:39]. The yield is 0.910. (3) The reactants are [N+:1]([C:4]1[CH:31]=[CH:30][C:7]([O:8][CH2:9][C:10]([O:12][CH2:13][CH2:14][O:15][C:16](=[O:29])[CH:17]([O:19][C:20]2[CH:25]=[CH:24][C:23]([N+:26]([O-])=O)=[CH:22][CH:21]=2)[CH3:18])=[O:11])=[CH:6][CH:5]=1)([O-])=O.[H][H]. The catalyst is CN(C)C=O.[Pd]. The product is [NH2:1][C:4]1[CH:31]=[CH:30][C:7]([O:8][CH2:9][C:10]([O:12][CH2:13][CH2:14][O:15][C:16](=[O:29])[CH:17]([O:19][C:20]2[CH:21]=[CH:22][C:23]([NH2:26])=[CH:24][CH:25]=2)[CH3:18])=[O:11])=[CH:6][CH:5]=1. The yield is 0.580. (4) The reactants are [C-]#N.[K+].[Cl:4][C:5]1[CH:10]=[CH:9][C:8]([C@:11]2([CH3:30])[C:14](=[O:15])[N:13]([C:16]([O:18][C:19]([CH3:22])([CH3:21])[CH3:20])=[O:17])[C@@H:12]2[C:23]2[CH:24]=[N:25][C:26]([Cl:29])=[CH:27][CH:28]=2)=[CH:7][CH:6]=1.[CH3:31][OH:32]. No catalyst specified. The product is [C:19]([O:18][C:16]([NH:13][C@H:12]([C:23]1[CH:24]=[N:25][C:26]([Cl:29])=[CH:27][CH:28]=1)[C@@:11]([C:8]1[CH:7]=[CH:6][C:5]([Cl:4])=[CH:10][CH:9]=1)([CH3:30])[C:14]([O:32][CH3:31])=[O:15])=[O:17])([CH3:21])([CH3:20])[CH3:22]. The yield is 0.690. (5) The reactants are [N+:1]([C:4]1[C:5]([NH:23][CH2:24][C@H:25]2[CH2:30][CH2:29][C@H:28]([N:31]3[CH2:34][CH:33](O)[CH2:32]3)[CH2:27][CH2:26]2)=[N:6][C:7]([NH:10][CH2:11][C:12]2[CH:17]=[CH:16][CH:15]=[CH:14][C:13]=2[O:18][C:19]([F:22])([F:21])[F:20])=[N:8][CH:9]=1)([O-:3])=[O:2].[C:36]1(=[O:46])[NH:40][C:39](=[O:41])[C:38]2=[CH:42][CH:43]=[CH:44][CH:45]=[C:37]12.C1C=CC(P(C2C=CC=CC=2)C2C=CC=CC=2)=CC=1.CCOC(/N=N/C(OCC)=O)=O.C([O-])(O)=O.[Na+]. The catalyst is C1COCC1.CCOC(C)=O. The product is [N+:1]([C:4]1[C:5]([NH:23][CH2:24][CH:25]2[CH2:30][CH2:29][CH:28]([N:31]3[CH2:32][CH:33]([N:40]4[C:36](=[O:46])[C:37]5[C:38](=[CH:42][CH:43]=[CH:44][CH:45]=5)[C:39]4=[O:41])[CH2:34]3)[CH2:27][CH2:26]2)=[N:6][C:7]([NH:10][CH2:11][C:12]2[CH:17]=[CH:16][CH:15]=[CH:14][C:13]=2[O:18][C:19]([F:20])([F:21])[F:22])=[N:8][CH:9]=1)([O-:3])=[O:2]. The yield is 0.670. (6) The reactants are [NH2:1][C@H:2]1[CH2:6][CH2:5][N:4]([C@H:7]2[CH2:12][CH2:11][C@@H:10]([N:13]([CH:15]([CH3:17])[CH3:16])C)[CH2:9][C@H:8]2[NH:18][C:19](=[O:21])[CH3:20])[C:3]1=[O:22].C(N(C(C)C)CC)(C)C.Cl[C:33]1[C:42]2[C:37](=[CH:38][CH:39]=[C:40]([C:43]([F:46])([F:45])[F:44])[CH:41]=2)[N:36]=[CH:35][N:34]=1. The catalyst is CC#N. The product is [CH:15]([NH:13][C@H:10]1[CH2:9][C@@H:8]([NH:18][C:19](=[O:21])[CH3:20])[C@@H:7]([N:4]2[CH2:5][CH2:6][C@H:2]([NH:1][C:33]3[C:42]4[C:37](=[CH:38][CH:39]=[C:40]([C:43]([F:45])([F:46])[F:44])[CH:41]=4)[N:36]=[CH:35][N:34]=3)[C:3]2=[O:22])[CH2:12][CH2:11]1)([CH3:16])[CH3:17]. The yield is 0.850.